This data is from NCI-60 drug combinations with 297,098 pairs across 59 cell lines. The task is: Regression. Given two drug SMILES strings and cell line genomic features, predict the synergy score measuring deviation from expected non-interaction effect. (1) Drug 1: COC1=CC(=CC(=C1O)OC)C2C3C(COC3=O)C(C4=CC5=C(C=C24)OCO5)OC6C(C(C7C(O6)COC(O7)C8=CC=CS8)O)O. Drug 2: C1=NNC2=C1C(=O)NC=N2. Cell line: SW-620. Synergy scores: CSS=35.0, Synergy_ZIP=8.55, Synergy_Bliss=5.55, Synergy_Loewe=-32.4, Synergy_HSA=4.10. (2) Drug 1: CN1CCC(CC1)COC2=C(C=C3C(=C2)N=CN=C3NC4=C(C=C(C=C4)Br)F)OC. Drug 2: CC1=C(C(=CC=C1)Cl)NC(=O)C2=CN=C(S2)NC3=CC(=NC(=N3)C)N4CCN(CC4)CCO. Cell line: SW-620. Synergy scores: CSS=12.0, Synergy_ZIP=-3.21, Synergy_Bliss=-1.04, Synergy_Loewe=-3.98, Synergy_HSA=-1.04. (3) Drug 1: CC(C1=C(C=CC(=C1Cl)F)Cl)OC2=C(N=CC(=C2)C3=CN(N=C3)C4CCNCC4)N. Drug 2: C1=CC=C(C=C1)NC(=O)CCCCCCC(=O)NO. Cell line: HT29. Synergy scores: CSS=11.6, Synergy_ZIP=-2.32, Synergy_Bliss=0.874, Synergy_Loewe=-1.78, Synergy_HSA=-0.283. (4) Drug 1: CN(C)C1=NC(=NC(=N1)N(C)C)N(C)C. Synergy scores: CSS=-18.7, Synergy_ZIP=3.81, Synergy_Bliss=-4.72, Synergy_Loewe=-11.0, Synergy_HSA=-10.1. Drug 2: CCN(CC)CCNC(=O)C1=C(NC(=C1C)C=C2C3=C(C=CC(=C3)F)NC2=O)C. Cell line: SK-MEL-2. (5) Drug 1: COC1=NC(=NC2=C1N=CN2C3C(C(C(O3)CO)O)O)N. Drug 2: CCC1=C2CN3C(=CC4=C(C3=O)COC(=O)C4(CC)O)C2=NC5=C1C=C(C=C5)O. Cell line: COLO 205. Synergy scores: CSS=41.3, Synergy_ZIP=-0.580, Synergy_Bliss=0.293, Synergy_Loewe=-24.0, Synergy_HSA=0.585.